Dataset: Catalyst prediction with 721,799 reactions and 888 catalyst types from USPTO. Task: Predict which catalyst facilitates the given reaction. (1) Reactant: [CH2:1]([O:3][C:4]1[CH:5]=[C:6]([C:20]2[CH:25]=[CH:24][C:23]([CH2:26][C:27](O)=[O:28])=[C:22]([F:30])[CH:21]=2)[CH:7]=[N:8][C:9]=1[O:10][CH2:11][C:12]1[CH:17]=[CH:16][C:15]([O:18][CH3:19])=[CH:14][CH:13]=1)[CH3:2].[NH:31]1[CH:35]=[C:34]([C:36]2[CH:37]=[C:38]([CH:40]=[C:41]([C:43]([F:46])([F:45])[F:44])[CH:42]=2)[NH2:39])[CH:33]=[N:32]1.C(P1(=O)OP(CCC)(=O)OP(CCC)(=O)O1)CC.CC(=O)OCC. Product: [NH:31]1[CH:35]=[C:34]([C:36]2[CH:37]=[C:38]([NH:39][C:27](=[O:28])[CH2:26][C:23]3[CH:24]=[CH:25][C:20]([C:6]4[CH:7]=[N:8][C:9]([O:10][CH2:11][C:12]5[CH:17]=[CH:16][C:15]([O:18][CH3:19])=[CH:14][CH:13]=5)=[C:4]([O:3][CH2:1][CH3:2])[CH:5]=4)=[CH:21][C:22]=3[F:30])[CH:40]=[C:41]([C:43]([F:45])([F:46])[F:44])[CH:42]=2)[CH:33]=[N:32]1. The catalyst class is: 228. (2) Reactant: Cl[C:2]1[N:3]=[C:4]([NH:27][CH:28]2[CH2:30][CH2:29]2)[C:5]2[C:10]([C:11]3[CH:16]=[CH:15][N:14]=[CH:13][CH:12]=3)=[CH:9][N:8](S(C3C=CC(C)=CC=3)(=O)=O)[C:6]=2[N:7]=1.[NH2:31][C:32]1[CH:40]=[CH:39][C:35]([C:36]([NH2:38])=[O:37])=[CH:34][CH:33]=1.C[Si](Cl)(C)C. Product: [CH:28]1([NH:27][C:4]2[C:5]3[C:10]([C:11]4[CH:12]=[CH:13][N:14]=[CH:15][CH:16]=4)=[CH:9][NH:8][C:6]=3[N:7]=[C:2]([NH:31][C:32]3[CH:40]=[CH:39][C:35]([C:36]([NH2:38])=[O:37])=[CH:34][CH:33]=3)[N:3]=2)[CH2:29][CH2:30]1. The catalyst class is: 51. (3) Reactant: F[C:2]1[CH:7]=[CH:6][C:5]([N+:8]([O-:10])=[O:9])=[CH:4][CH:3]=1.C(=O)([O-])[O-].[K+].[K+].[F:17][C:18]1[CH:23]=[CH:22][C:21]([OH:24])=[CH:20][CH:19]=1.CCOC(C)=O. Product: [F:17][C:18]1[CH:23]=[CH:22][C:21]([O:24][C:6]2[CH:7]=[CH:2][CH:3]=[CH:4][C:5]=2[N+:8]([O-:10])=[O:9])=[CH:20][CH:19]=1. The catalyst class is: 3. (4) Reactant: [Cl-].[CH3:2][O:3][C:4](=[O:18])[CH:5]([NH:10][C:11](=[O:17])[CH:12]([NH3+:16])[CH2:13][C:14]#[CH:15])[CH2:6][CH:7]([CH3:9])[CH3:8].CCN(C(C)C)C(C)C.[CH2:28]([O:35][C:36](Cl)=[O:37])[C:29]1[CH:34]=[CH:33][CH:32]=[CH:31][CH:30]=1. Product: [CH2:28]([O:35][C:36]([NH:16][CH:12]([CH2:13][C:14]#[CH:15])[C:11]([NH:10][CH:5]([CH2:6][CH:7]([CH3:9])[CH3:8])[C:4]([O:3][CH3:2])=[O:18])=[O:17])=[O:37])[C:29]1[CH:34]=[CH:33][CH:32]=[CH:31][CH:30]=1. The catalyst class is: 1.